From a dataset of CYP2D6 inhibition data for predicting drug metabolism from PubChem BioAssay. Regression/Classification. Given a drug SMILES string, predict its absorption, distribution, metabolism, or excretion properties. Task type varies by dataset: regression for continuous measurements (e.g., permeability, clearance, half-life) or binary classification for categorical outcomes (e.g., BBB penetration, CYP inhibition). Dataset: cyp2d6_veith. (1) The compound is CN1CC(c2ccccc2Cl)C2(COc3ccccc3C2=O)C12C(=O)Nc1ccccc12. The result is 0 (non-inhibitor). (2) The molecule is O=c1cnc2cnc(N3CCOCC3)nc2n1CCc1ccccc1. The result is 0 (non-inhibitor).